This data is from Full USPTO retrosynthesis dataset with 1.9M reactions from patents (1976-2016). The task is: Predict the reactants needed to synthesize the given product. (1) The reactants are: [F:1][C:2]1[CH:7]=[CH:6][CH:5]=[C:4]([F:8])[C:3]=1[N:9]1[C:13]2[CH:14]=[CH:15][CH:16]=[CH:17][C:12]=2[NH:11][S:10]1(=[O:19])=[O:18].[Br:20][CH2:21][CH2:22][O:23][CH2:24][CH2:25]Br.C(=O)([O-])[O-].[Cs+].[Cs+]. Given the product [Br:20][CH2:21][CH2:22][O:23][CH2:24][CH2:25][N:11]1[C:12]2[CH:17]=[CH:16][CH:15]=[CH:14][C:13]=2[N:9]([C:3]2[C:4]([F:8])=[CH:5][CH:6]=[CH:7][C:2]=2[F:1])[S:10]1(=[O:18])=[O:19], predict the reactants needed to synthesize it. (2) Given the product [C:1]1([C:7]2[NH:19][C:10]3=[C:11]4[C:16](=[CH:17][CH:18]=[C:9]3[C:8]=2[C:20]([NH2:25])=[O:22])[CH:15]=[N:14][CH:13]=[CH:12]4)[CH:2]=[CH:3][CH:4]=[CH:5][CH:6]=1, predict the reactants needed to synthesize it. The reactants are: [C:1]1([C:7]2[NH:19][C:10]3=[C:11]4[C:16](=[CH:17][CH:18]=[C:9]3[C:8]=2[C:20]([OH:22])=O)[CH:15]=[N:14][CH:13]=[CH:12]4)[CH:6]=[CH:5][CH:4]=[CH:3][CH:2]=1.CC[N:25](C(C)C)C(C)C.CCN=C=NCCCN(C)C.Cl.C1C=CC2N(O)N=NC=2C=1.N. (3) The reactants are: [CH2:1]([O:3][C:4]1[CH:5]=[C:6]([C:10]2[CH2:15][NH:14][CH2:13][CH2:12][CH:11]=2)[CH:7]=[CH:8][CH:9]=1)[CH3:2]. Given the product [CH2:1]([O:3][C:4]1[CH:5]=[C:6]([CH:10]2[CH2:11][CH2:12][CH2:13][NH:14][CH2:15]2)[CH:7]=[CH:8][CH:9]=1)[CH3:2], predict the reactants needed to synthesize it. (4) The reactants are: [F:1][C:2]1[CH:7]=[CH:6][C:5](B(O)O)=[CH:4][CH:3]=1.Cl[C:12]1[CH:17]=[C:16]([C:18]2[CH:23]=[CH:22][C:21]([F:24])=[CH:20][CH:19]=2)[N:15]=[C:14]([NH2:25])[N:13]=1.C(=O)([O-])[O-].[Na+].[Na+]. Given the product [F:1][C:2]1[CH:7]=[CH:6][C:5]([C:12]2[CH:17]=[C:16]([C:18]3[CH:19]=[CH:20][C:21]([F:24])=[CH:22][CH:23]=3)[N:15]=[C:14]([NH2:25])[N:13]=2)=[CH:4][CH:3]=1, predict the reactants needed to synthesize it. (5) Given the product [NH2:11][C:10]1[CH:9]=[CH:8][C:5]([C:6]#[N:7])=[CH:4][C:3]=1[NH:19][CH2:18][CH2:17][CH:14]1[CH2:16][CH2:15]1, predict the reactants needed to synthesize it. The reactants are: CO[C:3]1[CH:4]=[C:5]([CH:8]=[CH:9][C:10]=1[N+:11]([O-])=O)[C:6]#[N:7].[CH:14]1([CH2:17][CH2:18][NH2:19])[CH2:16][CH2:15]1. (6) Given the product [CH2:30]([O:32][C:33]([C:35]1([C:38]2[CH:43]=[CH:42][C:41]([C:22]3[CH:23]=[CH:24][C:19]([C:18]4[O:17][N:16]=[C:15]([CH3:26])[C:14]=4[NH:13][C:12]([O:11][C@@H:9]([C:4]4[CH:5]=[CH:6][CH:7]=[CH:8][C:3]=4[C:2]([F:29])([F:28])[F:1])[CH3:10])=[O:27])=[CH:20][CH:21]=3)=[CH:40][CH:39]=2)[CH2:36][CH2:37]1)=[O:34])[CH3:31], predict the reactants needed to synthesize it. The reactants are: [F:1][C:2]([F:29])([F:28])[C:3]1[CH:8]=[CH:7][CH:6]=[CH:5][C:4]=1[C@H:9]([O:11][C:12](=[O:27])[NH:13][C:14]1[C:15]([CH3:26])=[N:16][O:17][C:18]=1[C:19]1[CH:24]=[CH:23][C:22](Br)=[CH:21][CH:20]=1)[CH3:10].[CH2:30]([O:32][C:33]([C:35]1([C:38]2[CH:43]=[CH:42][C:41](B3OC(C)(C)C(C)(C)O3)=[CH:40][CH:39]=2)[CH2:37][CH2:36]1)=[O:34])[CH3:31]. (7) Given the product [CH:1]1[C:10]2[C:5](=[CH:6][C:7]([C:11]([O-:13])=[O:12])=[CH:8][CH:9]=2)[CH:4]=[CH:3][C:2]=1[C:14]([O-:16])=[O:15].[Li+:19].[Li+:19], predict the reactants needed to synthesize it. The reactants are: [CH:1]1[C:10]2[C:5](=[CH:6][C:7]([C:11]([OH:13])=[O:12])=[CH:8][CH:9]=2)[CH:4]=[CH:3][C:2]=1[C:14]([OH:16])=[O:15].O.[OH-].[Li+:19].